From a dataset of Reaction yield outcomes from USPTO patents with 853,638 reactions. Predict the reaction yield, written as a fraction of the theoretical maximum amount of product (1.0 means a 100% yield; for example, 0.34 means a 34% yield). (1) The reactants are [CH2:1]([O:3][P:4]([CH2:9][CH2:10][CH2:11]Br)(=[O:8])[O:5][CH2:6][CH3:7])[CH3:2].[N-:13]=[N+:14]=[N-:15].[Na+]. The catalyst is CC(C)=O. The product is [CH2:1]([O:3][P:4]([CH2:9][CH2:10][CH2:11][N:13]=[N+:14]=[N-:15])(=[O:8])[O:5][CH2:6][CH3:7])[CH3:2]. The yield is 0.980. (2) The reactants are [Cl:1][C:2]1[N:7]=[CH:6][C:5]([S:8]([N:11]2[CH2:16][CH2:15][N:14]([CH3:17])[CH2:13][CH2:12]2)(=[O:10])=[O:9])=[CH:4][CH:3]=1.[CH3:18][C:19]1[S:20][CH:21]=[C:22]([C:24]2[CH:25]=[C:26]3[C:30](=[CH:31][CH:32]=2)[NH:29][C:28](=[O:33])[CH2:27]3)[N:23]=1. No catalyst specified. The product is [ClH:1].[CH3:17][N:14]1[CH2:15][CH2:16][N:11]([S:8]([C:5]2[CH:4]=[CH:3][C:2]([C:27]3[C:26]4[C:30](=[CH:31][CH:32]=[C:24]([C:22]5[N:23]=[C:19]([CH3:18])[S:20][CH:21]=5)[CH:25]=4)[NH:29][C:28]=3[OH:33])=[N:7][CH:6]=2)(=[O:10])=[O:9])[CH2:12][CH2:13]1. The yield is 0.350. (3) The reactants are [CH3:1][O:2][C:3]1[CH:4]=[C:5]2[C:10](=[CH:11][C:12]=1[O:13][CH3:14])[N:9]=[CH:8][CH:7]=[C:6]2[O:15][C:16]1[CH:22]=[CH:21][C:19]([NH2:20])=[CH:18][CH:17]=1.Cl[C:24](Cl)([O:26][C:27](=[O:33])OC(Cl)(Cl)Cl)Cl.[CH:35]1([CH2:41]CO)[CH2:40][CH2:39][CH2:38][CH2:37][CH2:36]1.C(=O)(O)[O-].[Na+]. The catalyst is C(Cl)Cl.C(N(CC)CC)C.C1(C)C=CC=CC=1. The product is [CH3:1][O:2][C:3]1[CH:4]=[C:5]2[C:10](=[CH:11][C:12]=1[O:13][CH3:14])[N:9]=[CH:8][CH:7]=[C:6]2[O:15][C:16]1[CH:22]=[CH:21][C:19]([NH:20][C:27](=[O:33])[O:26][CH2:24][CH2:41][CH:35]2[CH2:40][CH2:39][CH2:38][CH2:37][CH2:36]2)=[CH:18][CH:17]=1. The yield is 0.760. (4) The reactants are [CH:1]1([N:6]2[C:11]3[N:12]=[C:13]([S:16][CH3:17])[N:14]=[CH:15][C:10]=3[C:9]([CH3:18])=[C:8]([I:19])[C:7]2=[O:20])[CH2:5][CH2:4][CH2:3][CH2:2]1.C1(S(N2C(C3C=CC=CC=3)O2)(=O)=[O:28])C=CC=CC=1. The catalyst is ClCCl. The product is [CH:1]1([N:6]2[C:11]3[N:12]=[C:13]([S:16]([CH3:17])=[O:28])[N:14]=[CH:15][C:10]=3[C:9]([CH3:18])=[C:8]([I:19])[C:7]2=[O:20])[CH2:2][CH2:3][CH2:4][CH2:5]1. The yield is 0.740. (5) The reactants are Cl[C:2](OC1C=CC=CC=1)=[O:3].[Cl:11][C:12]1[N:17]=[C:16]([NH:18][CH:19]2[CH2:23][CH2:22][CH2:21][CH2:20]2)[C:15]([NH2:24])=[CH:14][N:13]=1.C([O-])(O)=O.[Na+]. The catalyst is CCOC(C)=O.O. The product is [Cl:11][C:12]1[N:17]=[C:16]2[C:15]([NH:24][C:2](=[O:3])[N:18]2[CH:19]2[CH2:23][CH2:22][CH2:21][CH2:20]2)=[CH:14][N:13]=1. The yield is 0.570. (6) The reactants are C[N:2](C(ON1N=NC2C=CC=NC1=2)=[N+](C)C)C.F[P-](F)(F)(F)(F)F.[B:25]([C:28]1[CH:33]=[CH:32][C:31]([N:34]([C:39]2[C:57]([CH:58]3[CH2:60][CH2:59]3)=[CH:56][C:42]3[C:43]([C:53]([OH:55])=O)=[C:44]([C:46]4[CH:51]=[CH:50][C:49]([Cl:52])=[CH:48][CH:47]=4)[O:45][C:41]=3[CH:40]=2)[S:35]([CH3:38])(=[O:37])=[O:36])=[CH:30][C:29]=1[Cl:61])([OH:27])[OH:26].CCN(C(C)C)C(C)C.N.CO. The catalyst is CN(C=O)C.CCOC(C)=O.O. The product is [C:53]([C:43]1[C:42]2[CH:56]=[C:57]([CH:58]3[CH2:60][CH2:59]3)[C:39]([N:34]([C:31]3[CH:32]=[CH:33][C:28]([B:25]([OH:27])[OH:26])=[C:29]([Cl:61])[CH:30]=3)[S:35]([CH3:38])(=[O:36])=[O:37])=[CH:40][C:41]=2[O:45][C:44]=1[C:46]1[CH:47]=[CH:48][C:49]([Cl:52])=[CH:50][CH:51]=1)(=[O:55])[NH2:2]. The yield is 0.430.